The task is: Predict the product of the given reaction.. This data is from Forward reaction prediction with 1.9M reactions from USPTO patents (1976-2016). (1) Given the reactants [Br:1][C:2]1[CH:3]=[N:4][C:5]2[N:6]([N:8]=[C:9]([C:11]([OH:13])=O)[CH:10]=2)[CH:7]=1.[F:14][C:15]1[N:20]=[CH:19][C:18]([C:21]2[CH:22]=[C:23]3[C:28](=[CH:29][CH:30]=2)[CH:27]([CH3:31])[NH:26][CH2:25][CH2:24]3)=[CH:17][CH:16]=1, predict the reaction product. The product is: [Br:1][C:2]1[CH:3]=[N:4][C:5]2[N:6]([N:8]=[C:9]([C:11]([N:26]3[CH2:25][CH2:24][C:23]4[C:28](=[CH:29][CH:30]=[C:21]([C:18]5[CH:19]=[N:20][C:15]([F:14])=[CH:16][CH:17]=5)[CH:22]=4)[CH:27]3[CH3:31])=[O:13])[CH:10]=2)[CH:7]=1. (2) The product is: [NH2:8][C:9]1[N:14]=[C:13]([C:15]2[N:16]=[C:17]([NH:24][C:32]3[CH:33]=[CH:34][C:35]([N:38]4[CH2:39][CH2:40][N:41]([CH2:44][CH:58]([CH2:56][OH:62])[CH2:64][OH:63])[CH2:42][CH2:43]4)=[CH:36][CH:37]=3)[C:18]3[N:19]([CH:21]=[CH:22][N:23]=3)[CH:20]=2)[CH:12]=[N:11][CH:10]=1. Given the reactants C(OC([N:8](C(OC(C)(C)C)=O)[C:9]1[N:14]=[C:13]([C:15]2[N:16]=[C:17]([N:24]([C:32]3[CH:37]=[CH:36][C:35]([N:38]4[CH2:43][CH2:42][N:41]([CH2:44]C5COC5)[CH2:40][CH2:39]4)=[CH:34][CH:33]=3)C(=O)OC(C)(C)C)[C:18]3[N:19]([CH:21]=[CH:22][N:23]=3)[CH:20]=2)[CH:12]=[N:11][CH:10]=1)=O)(C)(C)C.[C:56]([OH:62])([C:58](F)(F)F)=O.[O:63]1CC[CH2:64]1, predict the reaction product. (3) Given the reactants [Cl:1][C:2]1[S:6][C:5]([C:7]2[N:8]=[C:9]([NH:16][C:17]3[CH:22]=[CH:21][C:20]([CH2:23][C:24]([OH:26])=[O:25])=[CH:19][C:18]=3[OH:27])[C:10]3[CH2:15][CH2:14][CH2:13][C:11]=3[N:12]=2)=[CH:4][CH:3]=1.C1N=CN([C:33](N2C=NC=C2)=[O:34])C=1.O.FC(F)(F)C(O)=O, predict the reaction product. The product is: [Cl:1][C:2]1[S:6][C:5]([C:7]2[N:8]=[C:9]([N:16]3[C:17]4[CH:22]=[CH:21][C:20]([CH2:23][C:24]([OH:26])=[O:25])=[CH:19][C:18]=4[O:27][C:33]3=[O:34])[C:10]3[CH2:15][CH2:14][CH2:13][C:11]=3[N:12]=2)=[CH:4][CH:3]=1. (4) Given the reactants [Si:1]([CH:8]1[C:12](=[CH:13][O:14][Si](C(C)(C)C)(C)C)[C:11]2[CH:22]=[CH:23][C:24]([O:30][CH3:31])=[C:25]([O:26][CH:27]([CH3:29])[CH3:28])[C:10]=2[O:9]1)([C:4]([CH3:7])([CH3:6])[CH3:5])([CH3:3])[CH3:2].Cl, predict the reaction product. The product is: [Si:1]([C:8]1[O:9][C:10]2[C:25]([O:26][CH:27]([CH3:28])[CH3:29])=[C:24]([O:30][CH3:31])[CH:23]=[CH:22][C:11]=2[C:12]=1[CH:13]=[O:14])([C:4]([CH3:6])([CH3:7])[CH3:5])([CH3:2])[CH3:3]. (5) Given the reactants [C:1]([O-:12])(=O)[C:2]1[C:3](=[CH:7][CH:8]=[CH:9][CH:10]=1)[C:4]([O-])=[O:5].[Na+].[Na+].Cl.C(O)(=O)C1C(=CC=CC=1)C(O)=O.[NH2:28]C(N)=O, predict the reaction product. The product is: [C:1]1(=[O:12])[NH:28][C:4](=[O:5])[C:3]2=[CH:7][CH:8]=[CH:9][CH:10]=[C:2]12. (6) The product is: [CH2:14]([O:21][C:22]1[CH:27]=[CH:26][C:25]([C:2]2[CH:7]=[CH:6][N:5]=[C:4]([NH:8][CH:9]3[CH2:13][CH2:12][CH2:11][CH2:10]3)[N:3]=2)=[CH:24][CH:23]=1)[C:15]1[CH:20]=[CH:19][CH:18]=[CH:17][CH:16]=1. Given the reactants Cl[C:2]1[CH:7]=[CH:6][N:5]=[C:4]([NH:8][CH:9]2[CH2:13][CH2:12][CH2:11][CH2:10]2)[N:3]=1.[CH2:14]([O:21][C:22]1[CH:27]=[CH:26][C:25](B(O)O)=[CH:24][CH:23]=1)[C:15]1[CH:20]=[CH:19][CH:18]=[CH:17][CH:16]=1.C(=O)([O-])[O-].[Na+].[Na+], predict the reaction product. (7) Given the reactants Br[C:2]1[CH:7]=[CH:6][C:5]([C:8]2[O:12][N:11]=[C:10]([CH3:13])[C:9]=2[CH:14]([OH:31])[CH2:15]/[CH:16]=[CH:17]/[C:18]2[CH:23]=[CH:22][C:21]([O:24][C:25]3[CH:30]=[CH:29][CH:28]=[CH:27][CH:26]=3)=[CH:20][CH:19]=2)=[CH:4][CH:3]=1.[CH2:32]([O:34][C:35](=[O:55])[CH2:36][C:37]1([C:40]2[CH:45]=[CH:44][C:43](B3OC(C)(C)C(C)(C)O3)=[CH:42][CH:41]=2)[CH2:39][CH2:38]1)[CH3:33], predict the reaction product. The product is: [CH2:32]([O:34][C:35](=[O:55])[CH2:36][C:37]1([C:40]2[CH:45]=[CH:44][C:43]([C:2]3[CH:3]=[CH:4][C:5]([C:8]4[O:12][N:11]=[C:10]([CH3:13])[C:9]=4[CH:14]([OH:31])[CH2:15]/[CH:16]=[CH:17]/[C:18]4[CH:19]=[CH:20][C:21]([O:24][C:25]5[CH:26]=[CH:27][CH:28]=[CH:29][CH:30]=5)=[CH:22][CH:23]=4)=[CH:6][CH:7]=3)=[CH:42][CH:41]=2)[CH2:39][CH2:38]1)[CH3:33].